From a dataset of Peptide-MHC class I binding affinity with 185,985 pairs from IEDB/IMGT. Regression. Given a peptide amino acid sequence and an MHC pseudo amino acid sequence, predict their binding affinity value. This is MHC class I binding data. (1) The peptide sequence is VTFRERYSY. The MHC is HLA-A31:01 with pseudo-sequence HLA-A31:01. The binding affinity (normalized) is 0.593. (2) The peptide sequence is LLHGLDFSEV. The MHC is HLA-A02:06 with pseudo-sequence HLA-A02:06. The binding affinity (normalized) is 0.606. (3) The peptide sequence is KLNWASQIY. The MHC is HLA-A02:03 with pseudo-sequence HLA-A02:03. The binding affinity (normalized) is 0.166. (4) The peptide sequence is TTTIKPVSY. The MHC is HLA-A01:01 with pseudo-sequence HLA-A01:01. The binding affinity (normalized) is 0.477.